This data is from Forward reaction prediction with 1.9M reactions from USPTO patents (1976-2016). The task is: Predict the product of the given reaction. (1) Given the reactants [C:1]([O:5][C:6](=[O:35])[N:7]([CH2:11][CH2:12][CH2:13][N:14]1[C:22]([S:23][C:24]2[C:32]([I:33])=[CH:31][C:27]3[O:28][CH2:29][O:30][C:26]=3[CH:25]=2)=[N:21][C:20]2[C:19](=[O:34])[NH:18][CH:17]=[N:16][C:15]1=2)[CH:8]([CH3:10])[CH3:9])([CH3:4])([CH3:3])[CH3:2].C([O-])([O-])=O.[K+].[K+].Cl[C:43]1[CH:48]=[CH:47][C:46]([N+:49]([O-:51])=[O:50])=[CH:45][C:44]=1[N+:52]([O-:54])=[O:53], predict the reaction product. The product is: [C:1]([O:5][C:6](=[O:35])[N:7]([CH2:11][CH2:12][CH2:13][N:14]1[C:22]([S:23][C:24]2[C:32]([I:33])=[CH:31][C:27]3[O:28][CH2:29][O:30][C:26]=3[CH:25]=2)=[N:21][C:20]2[C:19](=[O:34])[N:18]([C:47]3[CH:48]=[CH:43][C:44]([N+:52]([O-:54])=[O:53])=[CH:45][C:46]=3[N+:49]([O-:51])=[O:50])[CH:17]=[N:16][C:15]1=2)[CH:8]([CH3:9])[CH3:10])([CH3:3])([CH3:4])[CH3:2]. (2) Given the reactants [Cl:1][C:2]1[CH:3]=[C:4]([N:9]2[CH2:15][CH:14]3[CH:11]([CH2:12][NH:13]3)[CH2:10]2)[CH:5]=[N:6][C:7]=1[Cl:8].[CH3:16][S:17]([OH:20])(=[O:19])=[O:18].O.N, predict the reaction product. The product is: [CH3:16][S:17]([OH:20])(=[O:19])=[O:18].[Cl:1][C:2]1[CH:3]=[C:4]([N:9]2[CH2:15][C@@H:14]3[C@@H:11]([CH2:12][NH:13]3)[CH2:10]2)[CH:5]=[N:6][C:7]=1[Cl:8]. (3) Given the reactants [C:1]([C:4]1[CH:11]=[CH:10][C:7]([CH:8]=O)=[CH:6][CH:5]=1)([OH:3])=[O:2].[CH2:12]([Mg]Cl)[CH:13]([CH3:15])[CH3:14].S(=O)(=O)(O)O, predict the reaction product. The product is: [CH3:12][CH:13]([CH3:15])/[CH:14]=[CH:8]/[C:7]1[CH:10]=[CH:11][C:4]([C:1]([OH:3])=[O:2])=[CH:5][CH:6]=1. (4) The product is: [CH3:6][S:5][C:3]1[N:1]=[N:2][CH:16]=[C:15]([C:10]2[CH:11]=[C:12]([F:14])[CH:13]=[C:8]([Cl:7])[CH:9]=2)[N:4]=1. Given the reactants [NH:1]([C:3]([S:5][CH3:6])=[NH:4])[NH2:2].[Cl:7][C:8]1[CH:9]=[C:10]([C:15](=O)[CH:16]=O)[CH:11]=[C:12]([F:14])[CH:13]=1, predict the reaction product.